Dataset: NCI-60 drug combinations with 297,098 pairs across 59 cell lines. Task: Regression. Given two drug SMILES strings and cell line genomic features, predict the synergy score measuring deviation from expected non-interaction effect. (1) Drug 1: C1CCC(C1)C(CC#N)N2C=C(C=N2)C3=C4C=CNC4=NC=N3. Drug 2: CC(C)NC(=O)C1=CC=C(C=C1)CNNC.Cl. Cell line: SK-MEL-5. Synergy scores: CSS=-6.20, Synergy_ZIP=10.2, Synergy_Bliss=8.25, Synergy_Loewe=-12.8, Synergy_HSA=-10.5. (2) Cell line: COLO 205. Drug 1: CN(CC1=CN=C2C(=N1)C(=NC(=N2)N)N)C3=CC=C(C=C3)C(=O)NC(CCC(=O)O)C(=O)O. Drug 2: COC1=NC(=NC2=C1N=CN2C3C(C(C(O3)CO)O)O)N. Synergy scores: CSS=2.87, Synergy_ZIP=-8.44, Synergy_Bliss=-3.37, Synergy_Loewe=-22.0, Synergy_HSA=-5.59. (3) Drug 1: C(CC(=O)O)C(=O)CN.Cl. Drug 2: CN(C(=O)NC(C=O)C(C(C(CO)O)O)O)N=O. Cell line: ACHN. Synergy scores: CSS=1.29, Synergy_ZIP=-0.0671, Synergy_Bliss=-0.143, Synergy_Loewe=-5.00, Synergy_HSA=-3.24. (4) Synergy scores: CSS=-10.1, Synergy_ZIP=0.109, Synergy_Bliss=-8.58, Synergy_Loewe=-9.10, Synergy_HSA=-11.5. Drug 1: C1CC(C1)(C(=O)O)C(=O)O.[NH2-].[NH2-].[Pt+2]. Cell line: HOP-62. Drug 2: CCC1(CC2CC(C3=C(CCN(C2)C1)C4=CC=CC=C4N3)(C5=C(C=C6C(=C5)C78CCN9C7C(C=CC9)(C(C(C8N6C)(C(=O)OC)O)OC(=O)C)CC)OC)C(=O)OC)O.OS(=O)(=O)O. (5) Drug 1: C1C(C(OC1N2C=C(C(=O)NC2=O)F)CO)O. Drug 2: CN(CCCl)CCCl.Cl. Cell line: EKVX. Synergy scores: CSS=-8.24, Synergy_ZIP=2.90, Synergy_Bliss=3.55, Synergy_Loewe=-6.97, Synergy_HSA=-6.15. (6) Drug 1: CC12CCC(CC1=CCC3C2CCC4(C3CC=C4C5=CN=CC=C5)C)O. Drug 2: CCN(CC)CCNC(=O)C1=C(NC(=C1C)C=C2C3=C(C=CC(=C3)F)NC2=O)C. Cell line: RPMI-8226. Synergy scores: CSS=27.6, Synergy_ZIP=3.98, Synergy_Bliss=3.38, Synergy_Loewe=-1.75, Synergy_HSA=-0.996. (7) Drug 1: C#CCC(CC1=CN=C2C(=N1)C(=NC(=N2)N)N)C3=CC=C(C=C3)C(=O)NC(CCC(=O)O)C(=O)O. Drug 2: C1C(C(OC1N2C=NC(=NC2=O)N)CO)O. Cell line: NCI/ADR-RES. Synergy scores: CSS=-5.48, Synergy_ZIP=3.43, Synergy_Bliss=2.13, Synergy_Loewe=-10.0, Synergy_HSA=-10.2. (8) Drug 1: CCC(=C(C1=CC=CC=C1)C2=CC=C(C=C2)OCCN(C)C)C3=CC=CC=C3.C(C(=O)O)C(CC(=O)O)(C(=O)O)O. Drug 2: CC1=C(N=C(N=C1N)C(CC(=O)N)NCC(C(=O)N)N)C(=O)NC(C(C2=CN=CN2)OC3C(C(C(C(O3)CO)O)O)OC4C(C(C(C(O4)CO)O)OC(=O)N)O)C(=O)NC(C)C(C(C)C(=O)NC(C(C)O)C(=O)NCCC5=NC(=CS5)C6=NC(=CS6)C(=O)NCCC[S+](C)C)O. Cell line: IGROV1. Synergy scores: CSS=20.5, Synergy_ZIP=-2.37, Synergy_Bliss=0.720, Synergy_Loewe=-8.49, Synergy_HSA=3.45. (9) Drug 1: C(CCl)NC(=O)N(CCCl)N=O. Drug 2: CC1CCCC2(C(O2)CC(NC(=O)CC(C(C(=O)C(C1O)C)(C)C)O)C(=CC3=CSC(=N3)C)C)C. Cell line: MDA-MB-231. Synergy scores: CSS=27.9, Synergy_ZIP=-3.95, Synergy_Bliss=-5.95, Synergy_Loewe=-4.19, Synergy_HSA=-2.99. (10) Drug 1: C1=CC(=CC=C1CCC2=CNC3=C2C(=O)NC(=N3)N)C(=O)NC(CCC(=O)O)C(=O)O. Drug 2: C(=O)(N)NO. Cell line: CCRF-CEM. Synergy scores: CSS=69.3, Synergy_ZIP=-0.442, Synergy_Bliss=1.76, Synergy_Loewe=1.98, Synergy_HSA=5.63.